Regression. Given two drug SMILES strings and cell line genomic features, predict the synergy score measuring deviation from expected non-interaction effect. From a dataset of NCI-60 drug combinations with 297,098 pairs across 59 cell lines. (1) Drug 1: C1=CC=C(C(=C1)C(C2=CC=C(C=C2)Cl)C(Cl)Cl)Cl. Drug 2: C1CNP(=O)(OC1)N(CCCl)CCCl. Cell line: NCI-H460. Synergy scores: CSS=-0.976, Synergy_ZIP=1.48, Synergy_Bliss=2.28, Synergy_Loewe=1.01, Synergy_HSA=0.335. (2) Cell line: MOLT-4. Drug 1: CC(C1=C(C=CC(=C1Cl)F)Cl)OC2=C(N=CC(=C2)C3=CN(N=C3)C4CCNCC4)N. Drug 2: C1C(C(OC1N2C=NC3=C(N=C(N=C32)Cl)N)CO)O. Synergy scores: CSS=67.3, Synergy_ZIP=0.297, Synergy_Bliss=0.456, Synergy_Loewe=-3.48, Synergy_HSA=0.435. (3) Drug 1: CN1CCC(CC1)COC2=C(C=C3C(=C2)N=CN=C3NC4=C(C=C(C=C4)Br)F)OC. Drug 2: C1=CC(=CC=C1CC(C(=O)O)N)N(CCCl)CCCl.Cl. Cell line: HOP-62. Synergy scores: CSS=32.6, Synergy_ZIP=-0.396, Synergy_Bliss=6.50, Synergy_Loewe=1.77, Synergy_HSA=2.95. (4) Drug 1: CC1=C(C=C(C=C1)NC2=NC=CC(=N2)N(C)C3=CC4=NN(C(=C4C=C3)C)C)S(=O)(=O)N.Cl. Drug 2: CC12CCC3C(C1CCC2O)C(CC4=C3C=CC(=C4)O)CCCCCCCCCS(=O)CCCC(C(F)(F)F)(F)F. Cell line: NCI-H322M. Synergy scores: CSS=0.161, Synergy_ZIP=1.11, Synergy_Bliss=1.60, Synergy_Loewe=1.56, Synergy_HSA=-0.686. (5) Drug 1: CCCS(=O)(=O)NC1=C(C(=C(C=C1)F)C(=O)C2=CNC3=C2C=C(C=N3)C4=CC=C(C=C4)Cl)F. Drug 2: CC1=C(C(=CC=C1)Cl)NC(=O)C2=CN=C(S2)NC3=CC(=NC(=N3)C)N4CCN(CC4)CCO. Cell line: HCC-2998. Synergy scores: CSS=-7.71, Synergy_ZIP=5.03, Synergy_Bliss=-2.04, Synergy_Loewe=-16.5, Synergy_HSA=-13.6. (6) Drug 1: C1=CC(=C2C(=C1NCCNCCO)C(=O)C3=C(C=CC(=C3C2=O)O)O)NCCNCCO. Drug 2: C1=CC(=CC=C1CC(C(=O)O)N)N(CCCl)CCCl.Cl. Cell line: T-47D. Synergy scores: CSS=39.4, Synergy_ZIP=2.60, Synergy_Bliss=5.41, Synergy_Loewe=-2.70, Synergy_HSA=5.81. (7) Drug 1: CC12CCC(CC1=CCC3C2CCC4(C3CC=C4C5=CN=CC=C5)C)O. Drug 2: CCCCCOC(=O)NC1=NC(=O)N(C=C1F)C2C(C(C(O2)C)O)O. Cell line: RXF 393. Synergy scores: CSS=21.7, Synergy_ZIP=-0.365, Synergy_Bliss=2.69, Synergy_Loewe=4.30, Synergy_HSA=4.41. (8) Drug 1: CC1=C(C(=CC=C1)Cl)NC(=O)C2=CN=C(S2)NC3=CC(=NC(=N3)C)N4CCN(CC4)CCO. Drug 2: CN(CC1=CN=C2C(=N1)C(=NC(=N2)N)N)C3=CC=C(C=C3)C(=O)NC(CCC(=O)O)C(=O)O. Cell line: HCC-2998. Synergy scores: CSS=22.1, Synergy_ZIP=-4.17, Synergy_Bliss=-4.80, Synergy_Loewe=-2.56, Synergy_HSA=-2.98. (9) Drug 1: CC1=C(C=C(C=C1)C(=O)NC2=CC(=CC(=C2)C(F)(F)F)N3C=C(N=C3)C)NC4=NC=CC(=N4)C5=CN=CC=C5. Drug 2: CS(=O)(=O)OCCCCOS(=O)(=O)C. Cell line: CAKI-1. Synergy scores: CSS=0.877, Synergy_ZIP=1.11, Synergy_Bliss=3.74, Synergy_Loewe=-4.82, Synergy_HSA=-4.34. (10) Drug 1: CN(C)C1=NC(=NC(=N1)N(C)C)N(C)C. Drug 2: CCC(=C(C1=CC=CC=C1)C2=CC=C(C=C2)OCCN(C)C)C3=CC=CC=C3.C(C(=O)O)C(CC(=O)O)(C(=O)O)O. Cell line: NCI-H226. Synergy scores: CSS=-5.10, Synergy_ZIP=2.41, Synergy_Bliss=0.0270, Synergy_Loewe=-2.97, Synergy_HSA=-3.49.